From a dataset of CYP2C19 inhibition data for predicting drug metabolism from PubChem BioAssay. Regression/Classification. Given a drug SMILES string, predict its absorption, distribution, metabolism, or excretion properties. Task type varies by dataset: regression for continuous measurements (e.g., permeability, clearance, half-life) or binary classification for categorical outcomes (e.g., BBB penetration, CYP inhibition). Dataset: cyp2c19_veith. (1) The result is 0 (non-inhibitor). The molecule is N#Cc1cc2nc([O-])c([O-])nc2cc1[N+](=O)[O-]. (2) The drug is COc1ccc2c(Cl)c(C(=O)NCCCn3ccnc3)sc2c1Cl. The result is 1 (inhibitor). (3) The molecule is CO[C@@H]1COC(=O)[C@H](C)NC(=O)C/C=C\[C@@H](OC)[C@H](C)COC(=O)CCC[C@H]1C. The result is 0 (non-inhibitor). (4) The molecule is CC[C@]1(c2cccc(O)c2)CCCCN(C)C1. The result is 0 (non-inhibitor). (5) The compound is C[C@@](N)(C(=O)O)c1ccc(P(=O)(O)O)cc1. The result is 0 (non-inhibitor).